This data is from Forward reaction prediction with 1.9M reactions from USPTO patents (1976-2016). The task is: Predict the product of the given reaction. (1) The product is: [CH3:1][C:2]1[N:3]=[C:4]([C:7]([NH:12][NH2:13])=[O:9])[S:5][CH:6]=1. Given the reactants [CH3:1][C:2]1[N:3]=[C:4]([C:7]([O:9]CC)=O)[S:5][CH:6]=1.[NH2:12][NH2:13], predict the reaction product. (2) Given the reactants Cl.[CH2:2]([O:9][C:10]1[CH:19]=[C:18]2[C:13]([C:14](Cl)=[CH:15][CH:16]=[N:17]2)=[CH:12][C:11]=1[CH2:21][CH2:22][CH2:23][CH3:24])[C:3]1[CH:8]=[CH:7][CH:6]=[CH:5][CH:4]=1.[NH:25]1[CH2:29][CH2:28][CH2:27][CH2:26]1, predict the reaction product. The product is: [CH2:2]([O:9][C:10]1[CH:19]=[C:18]2[C:13]([C:14]([N:25]3[CH2:29][CH2:28][CH2:27][CH2:26]3)=[CH:15][CH:16]=[N:17]2)=[CH:12][C:11]=1[CH2:21][CH2:22][CH2:23][CH3:24])[C:3]1[CH:8]=[CH:7][CH:6]=[CH:5][CH:4]=1. (3) Given the reactants CC1C=CC(S(O[CH2:12][CH:13]2[CH2:17][C:16]3[CH:18]=[C:19]([F:30])[CH:20]=[C:21]([C:22]4[C:27]([Cl:28])=[CH:26][CH:25]=[CH:24][C:23]=4[Cl:29])[C:15]=3[O:14]2)(=O)=O)=CC=1.[CH2:31]([NH2:34])[CH2:32][CH3:33], predict the reaction product. The product is: [Cl:29][C:23]1[CH:24]=[CH:25][CH:26]=[C:27]([Cl:28])[C:22]=1[C:21]1[C:15]2[O:14][CH:13]([CH2:12][NH:34][CH2:31][CH2:32][CH3:33])[CH2:17][C:16]=2[CH:18]=[C:19]([F:30])[CH:20]=1. (4) Given the reactants [F:1][C:2]1([F:19])[CH2:6][CH2:5][C@@H:4]([C@@:7]([OH:18])([C:11]2[CH:16]=[CH:15][C:14]([Cl:17])=[CH:13][CH:12]=2)[C:8]([OH:10])=[O:9])[CH2:3]1.C(OC([N:27]1[CH2:32][CH2:31][CH:30]([CH2:33]O)[CH2:29][CH2:28]1)=O)(C)(C)C, predict the reaction product. The product is: [F:19][C:2]1([F:1])[CH2:6][CH2:5][C@@H:4]([C@@:7]([OH:18])([C:11]2[CH:12]=[CH:13][C:14]([Cl:17])=[CH:15][CH:16]=2)[C:8]([O:10][CH2:33][CH:30]2[CH2:31][CH2:32][NH:27][CH2:28][CH2:29]2)=[O:9])[CH2:3]1. (5) Given the reactants C(O[C:6](=O)[N:7]([C:9]1[CH:10]=[N:11][CH:12]=[C:13](Br)[CH:14]=1)C)(C)(C)C.[NH:17]1[CH2:22][CH2:21][O:20][CH2:19][CH2:18]1.C1C=CC(P(C2C(C3C(P(C4C=CC=CC=4)C4C=CC=CC=4)=CC=C4C=3C=CC=C4)=C3C(C=CC=C3)=CC=2)C2C=CC=CC=2)=CC=1.C([O-])([O-])=O.[Cs+].[Cs+].C(O)(C(F)(F)F)=O, predict the reaction product. The product is: [CH3:6][NH:7][C:9]1[CH:10]=[N:11][CH:12]=[C:13]([N:17]2[CH2:22][CH2:21][O:20][CH2:19][CH2:18]2)[CH:14]=1.